Dataset: Forward reaction prediction with 1.9M reactions from USPTO patents (1976-2016). Task: Predict the product of the given reaction. (1) Given the reactants [CH3:1][S:2]([C:5]1[CH:10]=[CH:9][C:8]([C@H:11]([C:29]2[CH:34]=[CH:33][CH:32]=[CH:31][CH:30]=2)[CH2:12][C:13](N2[C@@H](C3C=CC=CC=3)[C@@H](C)N(C)C2=O)=[O:14])=[CH:7][CH:6]=1)(=[O:4])=[O:3].[H-].[Al+3].[Li+].[H-].[H-].[H-], predict the reaction product. The product is: [C:29]1([C@@H:11]([C:8]2[CH:7]=[CH:6][C:5]([S:2]([CH3:1])(=[O:4])=[O:3])=[CH:10][CH:9]=2)[CH2:12][CH2:13][OH:14])[CH:30]=[CH:31][CH:32]=[CH:33][CH:34]=1. (2) Given the reactants [NH:1]1[C:9]2[CH:8]=[CH:7][CH:6]=[C:5]3[CH2:10][N:11]([C:14]([O:16][C:17]([CH3:20])([CH3:19])[CH3:18])=[O:15])[CH2:12][CH2:13][C:3]([C:4]=23)=[CH:2]1.ClC1C(=O)C(C#N)=C(C#N)C(=[O:29])C=1Cl, predict the reaction product. The product is: [O:29]=[C:13]1[C:3]2=[CH:2][NH:1][C:9]3[CH:8]=[CH:7][CH:6]=[C:5]([C:4]=32)[CH2:10][N:11]([C:14]([O:16][C:17]([CH3:20])([CH3:19])[CH3:18])=[O:15])[CH2:12]1. (3) Given the reactants [CH:1]([C:3]1[C:11]2[C:6](=[CH:7][CH:8]=[C:9]([O:12][CH3:13])[CH:10]=2)[N:5]([CH2:14][CH2:15][CH2:16][C:17]#[N:18])[C:4]=1[C:19]1[C:20]([CH3:26])=[N:21][N:22]([CH3:25])[C:23]=1[CH3:24])=O.[CH3:27][NH:28][C:29]([NH:31][C:32]1[CH:33]=[CH:34][C:35]2[O:39][CH2:38][C:37](=[O:40])[C:36]=2[CH:41]=1)=[O:30].CCOC(C)=O, predict the reaction product. The product is: [C:17]([CH2:16][CH2:15][CH2:14][N:5]1[C:6]2[C:11](=[CH:10][C:9]([O:12][CH3:13])=[CH:8][CH:7]=2)[C:3](/[CH:1]=[C:38]2\[O:39][C:35]3[CH:34]=[CH:33][C:32]([NH:31][C:29]([NH:28][CH3:27])=[O:30])=[CH:41][C:36]=3[C:37]\2=[O:40])=[C:4]1[C:19]1[C:20]([CH3:26])=[N:21][N:22]([CH3:25])[C:23]=1[CH3:24])#[N:18]. (4) Given the reactants [CH2:1]([NH:5][C:6]1[N:7]=[CH:8][C:9]2[NH:14][CH:13]=[C:12]([CH:15]3[CH2:20][CH2:19][C:18](=[O:21])[CH2:17][CH2:16]3)[C:10]=2[N:11]=1)[CH2:2][CH2:3][CH3:4].[BH4-].[Na+], predict the reaction product. The product is: [CH2:1]([NH:5][C:6]1[N:7]=[CH:8][C:9]2[NH:14][CH:13]=[C:12]([CH:15]3[CH2:16][CH2:17][CH:18]([OH:21])[CH2:19][CH2:20]3)[C:10]=2[N:11]=1)[CH2:2][CH2:3][CH3:4].